From a dataset of CYP3A4 inhibition data for predicting drug metabolism from PubChem BioAssay. Regression/Classification. Given a drug SMILES string, predict its absorption, distribution, metabolism, or excretion properties. Task type varies by dataset: regression for continuous measurements (e.g., permeability, clearance, half-life) or binary classification for categorical outcomes (e.g., BBB penetration, CYP inhibition). Dataset: cyp3a4_veith. (1) The compound is O=C(CSCc1ccccc1Cl)NN1C(=O)c2ccccc2C1=O. The result is 1 (inhibitor). (2) The molecule is COc1ccc(N2CC(C(=O)Nc3cc(C)on3)CC2=O)cc1. The result is 0 (non-inhibitor).